Task: Predict the product of the given reaction.. Dataset: Forward reaction prediction with 1.9M reactions from USPTO patents (1976-2016) (1) Given the reactants C(O)(C(F)(F)F)=O.[F:8][C:9]1[CH:10]=[C:11]([NH:20][C:21]([C@H:23]2[C:32]3[C:27](=[CH:28][C:29]([O:33][CH3:34])=[CH:30][CH:31]=3)[CH2:26][CH2:25][N:24]2[C:35]([CH:37]2[CH2:40][CH:39]([CH2:41][C:42]([O:44]C(C)(C)C)=[O:43])[CH2:38]2)=[O:36])=[O:22])[CH:12]=[C:13]([F:19])[C:14]=1[Si:15]([CH3:18])([CH3:17])[CH3:16].C(=O)([O-])O.[Na+], predict the reaction product. The product is: [F:8][C:9]1[CH:10]=[C:11]([NH:20][C:21]([C@H:23]2[C:32]3[C:27](=[CH:28][C:29]([O:33][CH3:34])=[CH:30][CH:31]=3)[CH2:26][CH2:25][N:24]2[C:35]([CH:37]2[CH2:40][CH:39]([CH2:41][C:42]([OH:44])=[O:43])[CH2:38]2)=[O:36])=[O:22])[CH:12]=[C:13]([F:19])[C:14]=1[Si:15]([CH3:17])([CH3:18])[CH3:16]. (2) The product is: [C:1]([O:5][C:6]([N:7]1[C:12]2[CH:17]=[C:16]([Cl:18])[N:15]=[N:14][C:13]=2[C:9]([CH3:11])([CH3:10])[CH2:8]1)=[O:20])([CH3:4])([CH3:3])[CH3:2]. Given the reactants [C:1]([O:5][C:6](=[O:20])[N:7]([C:12]1[CH:17]=[C:16]([Cl:18])[N:15]=[N:14][C:13]=1Cl)[CH2:8][C:9]([CH3:11])=[CH2:10])([CH3:4])([CH3:3])[CH3:2].C([O-])=O.[Na+].CCN(CC)CC, predict the reaction product. (3) Given the reactants [N+:1]([C:4]1[C:17]2[C:16](=[O:18])[C:15]3[C:10](=[CH:11][CH:12]=[CH:13][C:14]=3[N+:19]([O-])=O)[C:9](=[O:22])[C:8]=2[CH:7]=[CH:6][CH:5]=1)([O-])=O.C(O)C.O.O.O.O.O.O.O.O.O.[S-2].[Na+].[Na+].[OH-].[Na+], predict the reaction product. The product is: [NH2:1][C:4]1[C:17]2[C:16](=[O:18])[C:15]3[C:10](=[CH:11][CH:12]=[CH:13][C:14]=3[NH2:19])[C:9](=[O:22])[C:8]=2[CH:7]=[CH:6][CH:5]=1.